This data is from Forward reaction prediction with 1.9M reactions from USPTO patents (1976-2016). The task is: Predict the product of the given reaction. (1) Given the reactants [Br:1][C:2]1[CH:3]=[CH:4][C:5]2[C:6]3[N:14]([CH2:15][C:16]([CH3:19])([OH:18])[CH3:17])[CH:13]=[N:12][C:7]=3[CH:8]=[N:9][C:10]=2[CH:11]=1.ClCCl.[OH-].[NH4+:24].C1(C)C=CC(S(Cl)(=O)=O)=CC=1, predict the reaction product. The product is: [NH2:24][C:8]1[C:7]2[N:12]=[CH:13][N:14]([CH2:15][C:16]([CH3:19])([OH:18])[CH3:17])[C:6]=2[C:5]2[CH:4]=[CH:3][C:2]([Br:1])=[CH:11][C:10]=2[N:9]=1. (2) Given the reactants [F:1][C:2]1[CH:7]=[CH:6][C:5]([C:8]([C:10]2[CH:15]=[CH:14][C:13]([N+:16]([O-])=O)=[CH:12][CH:11]=2)=O)=[CH:4][CH:3]=1.FC(F)(F)S(O)(=O)=O.C([SiH](CC)CC)C.C(=O)(O)[O-].[Na+], predict the reaction product. The product is: [F:1][C:2]1[CH:3]=[CH:4][C:5]([CH2:8][C:10]2[CH:15]=[CH:14][C:13]([NH2:16])=[CH:12][CH:11]=2)=[CH:6][CH:7]=1. (3) The product is: [CH2:18]([N:25]1[CH2:11][C:3]2[C:4](=[C:5]([F:8])[CH:6]=[CH:7][C:2]=2[Br:1])[CH2:9]1)[C:19]1[CH:24]=[CH:23][CH:22]=[CH:21][CH:20]=1. Given the reactants [Br:1][C:2]1[CH:7]=[CH:6][C:5]([F:8])=[C:4]([CH2:9]Br)[C:3]=1[CH2:11]Br.C(=O)([O-])O.[K+].[CH2:18]([NH2:25])[C:19]1[CH:24]=[CH:23][CH:22]=[CH:21][CH:20]=1, predict the reaction product. (4) Given the reactants [C:1]([CH:5]1[CH2:10][CH2:9][CH:8]([C:11]2[CH:16]=[CH:15][CH:14]=[CH:13][C:12]=2[N:17]2[CH2:22][CH2:21][NH:20][CH2:19][CH2:18]2)[CH2:7][CH2:6]1)([CH3:4])([CH3:3])[CH3:2].[CH:23]([C:25]([CH3:27])=[O:26])=[CH2:24], predict the reaction product. The product is: [C:1]([CH:5]1[CH2:6][CH2:7][CH:8]([C:11]2[CH:16]=[CH:15][CH:14]=[CH:13][C:12]=2[N:17]2[CH2:22][CH2:21][N:20]([CH2:24][CH2:23][C:25](=[O:26])[CH3:27])[CH2:19][CH2:18]2)[CH2:9][CH2:10]1)([CH3:4])([CH3:2])[CH3:3].